Dataset: Catalyst prediction with 721,799 reactions and 888 catalyst types from USPTO. Task: Predict which catalyst facilitates the given reaction. (1) Reactant: F[C:2]1[CH:9]=[CH:8][C:7]([N+:10]([O-:12])=[O:11])=[CH:6][C:3]=1[C:4]#[N:5].[NH2:13][C:14]1[CH:15]=[C:16]([OH:20])[CH:17]=[CH:18][CH:19]=1.C(=O)([O-])[O-].[K+].[K+]. Product: [NH2:13][C:14]1[CH:15]=[C:16]([CH:17]=[CH:18][CH:19]=1)[O:20][C:2]1[CH:9]=[CH:8][C:7]([N+:10]([O-:12])=[O:11])=[CH:6][C:3]=1[C:4]#[N:5]. The catalyst class is: 9. (2) Reactant: C([O:8][C:9]1[CH:10]=[C:11]2[C:15](=[CH:16][CH:17]=1)[N:14]([C:18]([O:20][C:21]([CH3:24])([CH3:23])[CH3:22])=[O:19])[CH:13]=[CH:12]2)C1C=CC=CC=1.C([O-])=O.[NH4+]. Product: [OH:8][C:9]1[CH:10]=[C:11]2[C:15](=[CH:16][CH:17]=1)[N:14]([C:18]([O:20][C:21]([CH3:24])([CH3:23])[CH3:22])=[O:19])[CH:13]=[CH:12]2. The catalyst class is: 50. (3) Reactant: [N:1]1([NH2:7])[CH2:6][CH2:5][CH2:4][CH2:3][CH2:2]1.[C:8]([C:11]1[N:12]=[C:13]([CH:16]2[CH2:21][CH2:20][N:19]([C:22](=[O:34])[CH2:23][N:24]3[C:28]([CH3:29])=[CH:27][C:26]([C:30]([F:33])([F:32])[F:31])=[N:25]3)[CH2:18][CH2:17]2)[S:14][CH:15]=1)(=O)[CH3:9]. Product: [CH3:29][C:28]1[N:24]([CH2:23][C:22]([N:19]2[CH2:20][CH2:21][CH:16]([C:13]3[S:14][CH:15]=[C:11]([C:8](=[N:7][N:1]4[CH2:6][CH2:5][CH2:4][CH2:3][CH2:2]4)[CH3:9])[N:12]=3)[CH2:17][CH2:18]2)=[O:34])[N:25]=[C:26]([C:30]([F:33])([F:32])[F:31])[CH:27]=1. The catalyst class is: 775. (4) Reactant: [CH3:1][O:2][C:3]1[CH:4]=[C:5]2[C:9](=[CH:10][CH:11]=1)[NH:8][C:7]([C:12]1[CH:13]=[CH:14][C:15]([N+:22]([O-])=O)=[C:16]3[C:20]=1[C:19](=[O:21])[NH:18][CH2:17]3)=[CH:6]2. Product: [NH2:22][C:15]1[CH:14]=[CH:13][C:12]([C:7]2[NH:8][C:9]3[C:5]([CH:6]=2)=[CH:4][C:3]([O:2][CH3:1])=[CH:11][CH:10]=3)=[C:20]2[C:16]=1[CH2:17][NH:18][C:19]2=[O:21]. The catalyst class is: 50. (5) Reactant: Cl[CH2:2][C:3](=O)[CH2:4][C:5]([O:7][CH3:8])=[O:6].[CH3:10][NH:11][C:12]([NH2:14])=[S:13]. Product: [CH3:10][NH:11][C:12]1[S:13][CH:2]=[C:3]([CH2:4][C:5]([O:7][CH3:8])=[O:6])[N:14]=1. The catalyst class is: 5.